This data is from Full USPTO retrosynthesis dataset with 1.9M reactions from patents (1976-2016). The task is: Predict the reactants needed to synthesize the given product. (1) Given the product [OH:18][C:14]1[C:3]([C:4]([O:6][CH2:7][CH3:8])=[O:5])=[CH:20][C:22]([C:23]([O:25][CH2:26][CH3:27])=[O:24])=[C:17]([CH2:32][CH2:31][CH3:33])[N:15]=1, predict the reactants needed to synthesize it. The reactants are: O=C(CCC)[CH2:3][C:4]([O:6][CH2:7][CH3:8])=[O:5].CO[CH:14]([O:18]C)[N:15]([CH3:17])C.[C:20]([CH2:22][C:23]([O:25][CH2:26][CH3:27])=[O:24])#N.C(N(C(C)C)[CH:31]([CH3:33])[CH3:32])C. (2) Given the product [Cl:3][C:4]1[CH:5]=[CH:6][C:7]([CH2:11][N:12]2[C:20]3[C:15](=[C:16]([C@@H:21]([OH:23])[CH3:22])[CH:17]=[CH:18][CH:19]=3)[C:14]([F:24])([F:25])[C:13]2=[O:26])=[N:8][C:9]=1[O:30][CH3:29], predict the reactants needed to synthesize it. The reactants are: [H-].[Na+].[Cl:3][C:4]1[CH:5]=[CH:6][C:7]([CH2:11][N:12]2[C:20]3[C:15](=[C:16]([C@@H:21]([OH:23])[CH3:22])[CH:17]=[CH:18][CH:19]=3)[C:14]([F:25])([F:24])[C:13]2=[O:26])=[N:8][C:9]=1Cl.[Cl-].[NH4+].[CH3:29][OH:30]. (3) Given the product [Cl:1][C:2]1[CH:3]=[N:4][CH:5]=[C:6]([Cl:9])[C:7]=1[CH2:8][C:12]([C:14]1[C:29]2[O:28][CH2:27][C:21]3([CH2:26][CH2:25][O:24][CH2:23][CH2:22]3)[CH2:20][O:19][C:18]=2[C:17]([O:30][CH3:31])=[CH:16][CH:15]=1)=[O:11], predict the reactants needed to synthesize it. The reactants are: [Cl:1][C:2]1[CH:3]=[N:4][CH:5]=[C:6]([Cl:9])[C:7]=1[CH3:8].C[O:11][C:12]([C:14]1[C:29]2[O:28][CH2:27][C:21]3([CH2:26][CH2:25][O:24][CH2:23][CH2:22]3)[CH2:20][O:19][C:18]=2[C:17]([O:30][CH3:31])=[CH:16][CH:15]=1)=O.[Li+].C[Si]([N-][Si](C)(C)C)(C)C. (4) Given the product [CH2:1]([C@H:4]1[CH2:9][CH2:8][C@H:7]([CH2:10][Si:15]([O:18][CH3:19])([O:16][CH3:17])[O:14][CH3:13])[CH2:6][CH2:5]1)[CH2:2][CH3:3], predict the reactants needed to synthesize it. The reactants are: [CH2:1]([C@H:4]1[CH2:9][CH2:8][C@H:7]([CH2:10]Cl)[CH2:6][CH2:5]1)[CH2:2][CH3:3].[Mg].[CH3:13][O:14][Si:15](OC)([O:18][CH3:19])[O:16][CH3:17]. (5) The reactants are: C(O)(=O)/[CH:2]=[CH:3]/[C:4]1[CH:12]=[CH:11][C:9]([OH:10])=[C:6]([O:7]C)[CH:5]=1.[C:15]([O-])([O-])=O.[K+].[K+].N1C=CN=C1. Given the product [CH:3]([C:4]1[CH:5]=[C:6]([OH:7])[C:9]([O:10][CH3:15])=[CH:11][CH:12]=1)=[CH2:2], predict the reactants needed to synthesize it. (6) Given the product [F:8][C:9]1[C:10]([C:29]2[N:34]=[C:33]([CH3:35])[N:32]=[C:31]([S:36][CH3:37])[N:30]=2)=[CH:11][C:12]([CH2:15][N:16]2[CH2:21][CH2:20][N:19]([S:49]([CH3:48])(=[O:51])=[O:50])[CH2:18][CH2:17]2)=[CH:13][N:14]=1, predict the reactants needed to synthesize it. The reactants are: C(O)(C(F)(F)F)=O.[F:8][C:9]1[N:14]=[CH:13][C:12]([CH2:15][N:16]2[CH2:21][CH2:20][N:19](C(OC(C)(C)C)=O)[CH2:18][CH2:17]2)=[CH:11][C:10]=1[C:29]1[N:34]=[C:33]([CH3:35])[N:32]=[C:31]([S:36][CH3:37])[N:30]=1.C(Cl)Cl.C(N(CC)CC)C.[CH3:48][S:49](Cl)(=[O:51])=[O:50]. (7) Given the product [Br:1][CH2:2][CH2:3][N:4]1[C:8]([CH2:9][OH:10])=[CH:7][C:6]([N+:13]([O-:15])=[O:14])=[N:5]1, predict the reactants needed to synthesize it. The reactants are: [Br:1][CH2:2][CH2:3][N:4]1[C:8]([C:9](OC)=[O:10])=[CH:7][C:6]([N+:13]([O-:15])=[O:14])=[N:5]1.[BH4-].[Li+].C(OCC)(=O)C.O. (8) Given the product [Br:41][C:38]1[CH:39]=[CH:40][C:35]([CH2:34][C@@H:33]([NH:42][C:24](=[O:25])[C:23]2[CH:27]=[CH:28][C:20]([C:4]3[C:5]([NH:8][C:9]([O:11][C@@H:12]([C:14]4[CH:19]=[CH:18][CH:17]=[CH:16][CH:15]=4)[CH3:13])=[O:10])=[C:6]([CH3:7])[N:2]([CH3:1])[N:3]=3)=[CH:21][CH:22]=2)[C:32]([OH:31])=[O:43])=[CH:36][CH:37]=1, predict the reactants needed to synthesize it. The reactants are: [CH3:1][N:2]1[C:6]([CH3:7])=[C:5]([NH:8][C:9]([O:11][C@@H:12]([C:14]2[CH:19]=[CH:18][CH:17]=[CH:16][CH:15]=2)[CH3:13])=[O:10])[C:4]([C:20]2[CH:28]=[CH:27][C:23]([C:24](O)=[O:25])=[CH:22][CH:21]=2)=[N:3]1.Cl.C[O:31][C:32](=[O:43])[C@H:33]([NH2:42])[CH2:34][C:35]1[CH:40]=[CH:39][C:38]([Br:41])=[CH:37][CH:36]=1. (9) Given the product [CH:1]1([C:4]2[CH:8]=[C:7]([NH:9][C:10]([NH:43][C:42]3[CH:44]=[CH:45][CH:46]=[C:40]([S:39][C:30]4[C:29]5[C:34](=[CH:35][C:36]([O:37][CH3:38])=[C:27]([O:26][CH3:25])[CH:28]=5)[N:33]=[CH:32][N:31]=4)[CH:41]=3)=[O:18])[N:6]([C:19]3[CH:20]=[CH:21][CH:22]=[CH:23][CH:24]=3)[N:5]=2)[CH2:2][CH2:3]1, predict the reactants needed to synthesize it. The reactants are: [CH:1]1([C:4]2[CH:8]=[C:7]([NH:9][C:10](=[O:18])OC3C=CC=CC=3)[N:6]([C:19]3[CH:24]=[CH:23][CH:22]=[CH:21][CH:20]=3)[N:5]=2)[CH2:3][CH2:2]1.[CH3:25][O:26][C:27]1[CH:28]=[C:29]2[C:34](=[CH:35][C:36]=1[O:37][CH3:38])[N:33]=[CH:32][N:31]=[C:30]2[S:39][C:40]1[CH:41]=[C:42]([CH:44]=[CH:45][CH:46]=1)[NH2:43].O.